Dataset: Forward reaction prediction with 1.9M reactions from USPTO patents (1976-2016). Task: Predict the product of the given reaction. (1) Given the reactants [C:1](#N)[CH3:2].S(O)(=O)(=O)C.[C:9]([C:12]1[CH:17]=[CH:16][C:15]([NH:18][CH2:19][C:20]2[N:24]([CH3:25])[C:23]3[CH:26]=[CH:27][C:28]([C:30]([N:32]([CH2:39][CH2:40][C:41]([O:43][CH2:44][CH3:45])=[O:42])[C:33]4[CH:38]=[CH:37][CH:36]=[CH:35][N:34]=4)=[O:31])=[CH:29][C:22]=3[N:21]=2)=[CH:14][CH:13]=1)(=[NH:11])[NH2:10].[C:46](=[O:49])([O-])[O-:47].[K+].[K+].O, predict the reaction product. The product is: [CH3:9][CH2:12][CH2:13][CH2:14][CH2:1][CH2:2][O:47][C:46](/[N:11]=[C:9](\[NH2:10])/[C:12]1[CH:13]=[CH:14][C:15]([NH:18][CH2:19][C:20]2[N:24]([CH3:25])[C:23]3[CH:26]=[CH:27][C:28]([C:30]([N:32]([C:33]4[CH:38]=[CH:37][CH:36]=[CH:35][N:34]=4)[CH2:39][CH2:40][C:41]([O:43][CH2:44][CH3:45])=[O:42])=[O:31])=[CH:29][C:22]=3[N:21]=2)=[CH:16][CH:17]=1)=[O:49]. (2) Given the reactants [F:1][C:2]1[CH:3]=[C:4]([NH:24][C:25](=[O:33])[C:26]2[CH:31]=[CH:30][C:29]([CH3:32])=[N:28][CH:27]=2)[C:5]([CH3:23])=[C:6]([CH:22]=1)[CH2:7][N:8]1[CH2:13][CH2:12][N:11](C(OC(C)(C)C)=O)[C@@H:10]([CH3:21])[CH2:9]1.FC(F)(F)C(O)=O.C([O-])(O)=O.[Na+], predict the reaction product. The product is: [F:1][C:2]1[CH:22]=[C:6]([CH2:7][N:8]2[CH2:13][CH2:12][NH:11][C@@H:10]([CH3:21])[CH2:9]2)[C:5]([CH3:23])=[C:4]([NH:24][C:25](=[O:33])[C:26]2[CH:31]=[CH:30][C:29]([CH3:32])=[N:28][CH:27]=2)[CH:3]=1. (3) Given the reactants N1(C2C=CC=CC=2C(N[C@H]2CCC[C@@H]2NC2C=NC(C(F)(F)F)=CN=2)=O)C=CC=N1.Cl.[F:32][C:33]([F:48])([F:47])[C:34]1[N:35]=[CH:36][C:37]([NH:40][C@H:41]2[CH2:45][CH2:44][CH2:43][C@@H:42]2[NH2:46])=[N:38][CH:39]=1.[F:49][C:50]1[CH:51]=[CH:52][C:53]([N:59]2[N:63]=[CH:62][CH:61]=[N:60]2)=[C:54]([CH:58]=1)[C:55](O)=[O:56], predict the reaction product. The product is: [F:49][C:50]1[CH:51]=[CH:52][C:53]([N:59]2[N:63]=[CH:62][CH:61]=[N:60]2)=[C:54]([CH:58]=1)[C:55]([NH:46][C@H:42]1[CH2:43][CH2:44][CH2:45][C@@H:41]1[NH:40][C:37]1[CH:36]=[N:35][C:34]([C:33]([F:32])([F:47])[F:48])=[CH:39][N:38]=1)=[O:56]. (4) Given the reactants [F:1][C:2]1[CH:7]=[CH:6][C:5]([CH2:8][CH2:9][N:10]2[CH2:13][C:12]3([CH2:22][C:21](=[O:23])[C:20]4[C:15](=[CH:16][CH:17]=[C:18](/[CH:24]=[CH:25]/[C:26]([NH:28][O:29]C5CCCCO5)=[O:27])[CH:19]=4)[O:14]3)[CH2:11]2)=[CH:4][CH:3]=1.Cl, predict the reaction product. The product is: [F:1][C:2]1[CH:7]=[CH:6][C:5]([CH2:8][CH2:9][N:10]2[CH2:11][C:12]3([CH2:22][C:21](=[O:23])[C:20]4[C:15](=[CH:16][CH:17]=[C:18](/[CH:24]=[CH:25]/[C:26]([NH:28][OH:29])=[O:27])[CH:19]=4)[O:14]3)[CH2:13]2)=[CH:4][CH:3]=1. (5) Given the reactants [Cl:1][C:2]1[CH:7]=[CH:6][C:5]([O:8][C:9](=[O:22])[N:10]([C@H:12]2[CH2:17][CH2:16][C@H:15](/[CH:18]=[CH:19]/[CH2:20]Cl)[CH2:14][CH2:13]2)[CH3:11])=[CH:4][CH:3]=1.[CH3:23][NH:24][CH2:25][CH2:26][CH3:27], predict the reaction product. The product is: [Cl:1][C:2]1[CH:7]=[CH:6][C:5]([O:8][C:9](=[O:22])[N:10]([CH3:11])[C@H:12]2[CH2:17][CH2:16][C@H:15](/[CH:18]=[CH:19]/[CH2:20][N:24]([CH3:23])[CH2:25][CH2:26][CH3:27])[CH2:14][CH2:13]2)=[CH:4][CH:3]=1. (6) Given the reactants [CH3:1][O:2][C:3]1[CH:4]=[CH:5][C:6]([CH3:13])=[C:7]2[C:11]=1[C:10](=O)[CH2:9][CH2:8]2.Cl.[NH2:15][OH:16].C([O-])(=O)C.[Na+].O, predict the reaction product. The product is: [CH3:1][O:2][C:3]1[CH:4]=[CH:5][C:6]([CH3:13])=[C:7]2[C:11]=1[C:10](=[N:15][OH:16])[CH2:9][CH2:8]2. (7) Given the reactants [CH3:1][O:2][C:3]1[CH:8]=[CH:7][C:6]([N:9]2[CH2:14][CH2:13][O:12][CH2:11][CH2:10]2)=[CH:5][C:4]=1[NH2:15].[C:16]([N:24]=[C:25]=[S:26])(=[O:23])[C:17]1[CH:22]=[CH:21][CH:20]=[CH:19][CH:18]=1, predict the reaction product. The product is: [C:16]([NH:24][C:25]([NH:15][C:4]1[CH:5]=[C:6]([N:9]2[CH2:10][CH2:11][O:12][CH2:13][CH2:14]2)[CH:7]=[CH:8][C:3]=1[O:2][CH3:1])=[S:26])(=[O:23])[C:17]1[CH:22]=[CH:21][CH:20]=[CH:19][CH:18]=1. (8) Given the reactants [F:1][C:2]1[CH:7]=[CH:6][C:5]([C:8]2[O:9][CH:10]=[C:11]([C:13]([CH3:17])([CH3:16])[CH2:14][NH2:15])[N:12]=2)=[CH:4][CH:3]=1.[CH3:18][O:19][C:20]1[CH:28]=[CH:27][C:26]([C:29]2[N:33]=[C:32]([C:34]([F:37])([F:36])[F:35])[O:31][N:30]=2)=[CH:25][C:21]=1[C:22](O)=[O:23], predict the reaction product. The product is: [F:1][C:2]1[CH:3]=[CH:4][C:5]([C:8]2[O:9][CH:10]=[C:11]([C:13]([CH3:17])([CH3:16])[CH2:14][NH:15][C:22](=[O:23])[C:21]3[CH:25]=[C:26]([C:29]4[N:33]=[C:32]([C:34]([F:37])([F:36])[F:35])[O:31][N:30]=4)[CH:27]=[CH:28][C:20]=3[O:19][CH3:18])[N:12]=2)=[CH:6][CH:7]=1. (9) The product is: [O:1]1[CH2:5][CH2:4][CH:3]([NH:6][NH:7][C:8]([O:10][C:11]([CH3:14])([CH3:13])[CH3:12])=[O:9])[CH2:2]1. Given the reactants [O:1]1[CH2:5][CH2:4][C:3](=[N:6][NH:7][C:8]([O:10][C:11]([CH3:14])([CH3:13])[CH3:12])=[O:9])[CH2:2]1.C(O)(=O)C.C([BH3-])#N.[Na+].[OH-].[Na+], predict the reaction product.